This data is from Full USPTO retrosynthesis dataset with 1.9M reactions from patents (1976-2016). The task is: Predict the reactants needed to synthesize the given product. (1) The reactants are: [CH3:1][C:2]([C:9]1[CH:16]=[CH:15][C:12]([CH:13]=[O:14])=[CH:11][CH:10]=1)([CH3:8])[CH2:3][C:4]([CH3:7])([CH3:6])[CH3:5].[BH4-].[K+]. Given the product [CH3:8][C:2]([C:9]1[CH:16]=[CH:15][C:12]([CH2:13][OH:14])=[CH:11][CH:10]=1)([CH3:1])[CH2:3][C:4]([CH3:5])([CH3:6])[CH3:7], predict the reactants needed to synthesize it. (2) Given the product [CH3:7][O:8][C:9]1[CH:14]=[C:13]([CH2:15][O:16][CH3:17])[CH:12]=[C:11]([O:18][CH3:19])[C:10]=1[C:20]1[N:21]2[N:27]=[C:26]([S:28][CH3:31])[CH:25]=[C:22]2[S:23][CH:24]=1, predict the reactants needed to synthesize it. The reactants are: [H-].[Al+3].[Li+].[H-].[H-].[H-].[CH3:7][O:8][C:9]1[CH:14]=[C:13]([CH2:15][O:16][CH3:17])[CH:12]=[C:11]([O:18][CH3:19])[C:10]=1[C:20]1[N:21]2[N:27]=[C:26]([S:28]([CH3:31])(=O)=O)[CH:25]=[C:22]2[S:23][CH:24]=1.[OH-].[Na+]. (3) Given the product [CH3:31][O:30][C:19](=[O:29])[C:20]1[CH:28]=[CH:27][CH:26]=[C:22]([C:23]([NH:1][C:2]2[CH:3]=[C:4]3[C:9](=[C:10]([CH3:12])[CH:11]=2)[CH:8]=[N:7][C:6]([NH:13][C:14]([NH:16][CH2:17][CH3:18])=[O:15])=[CH:5]3)=[O:24])[CH:21]=1, predict the reactants needed to synthesize it. The reactants are: [NH2:1][C:2]1[CH:3]=[C:4]2[C:9](=[C:10]([CH3:12])[CH:11]=1)[CH:8]=[N:7][C:6]([NH:13][C:14]([NH:16][CH2:17][CH3:18])=[O:15])=[CH:5]2.[C:19]([O:30][CH3:31])(=[O:29])[C:20]1[CH:28]=[CH:27][CH:26]=[C:22]([C:23]([O-])=[O:24])[CH:21]=1. (4) Given the product [Br:1][C:2]1[C:7](=[O:8])[N:6]2[CH:9]=[CH:10][CH:11]=[CH:12][C:5]2=[N:4][C:3]=1[CH:13]([OH:14])[CH3:15], predict the reactants needed to synthesize it. The reactants are: [Br:1][C:2]1[C:7](=[O:8])[N:6]2[CH:9]=[CH:10][CH:11]=[CH:12][C:5]2=[N:4][C:3]=1[CH:13]=[O:14].[CH3:15][Mg]Br. (5) Given the product [O:25]1[C@H:8]2[C@@H:9]1[C:10]([CH3:13])([CH3:12])[O:11][C:6]1[CH:5]=[C:4]([N+:15]([O-:17])=[O:16])[C:3]([O:2][CH3:1])=[CH:14][C:7]=12, predict the reactants needed to synthesize it. The reactants are: [CH3:1][O:2][C:3]1[C:4]([N+:15]([O-:17])=[O:16])=[CH:5][C:6]2[O:11][C:10]([CH3:13])([CH3:12])[CH:9]=[CH:8][C:7]=2[CH:14]=1.CN1C=CN=C1.I(C1C=CC=CC=1)=[O:25].S([O-])([O-])(=O)=S.[Na+].[Na+]. (6) Given the product [C:16]([C:20]1[N:21]=[N:22][C:23]([O:26][CH3:27])=[C:24]([I:28])[CH:25]=1)([CH3:19])([CH3:17])[CH3:18], predict the reactants needed to synthesize it. The reactants are: CC1(C)CCCC(C)(C)N1.C([Li])CCC.[C:16]([C:20]1[N:21]=[N:22][C:23]([O:26][CH3:27])=[CH:24][CH:25]=1)([CH3:19])([CH3:18])[CH3:17].[I:28]I. (7) Given the product [NH:14]1[CH2:17][CH:16]([CH2:18][N:19]2[C:27]3[C:22](=[CH:23][CH:24]=[C:25]([F:28])[CH:26]=3)[CH:21]=[CH:20]2)[CH2:15]1, predict the reactants needed to synthesize it. The reactants are: C([N:14]1[CH2:17][CH:16]([CH2:18][N:19]2[C:27]3[C:22](=[CH:23][CH:24]=[C:25]([F:28])[CH:26]=3)[CH:21]=[CH:20]2)[CH2:15]1)(C1C=CC=CC=1)C1C=CC=CC=1.C([O-])=O.[NH4+].